Dataset: Full USPTO retrosynthesis dataset with 1.9M reactions from patents (1976-2016). Task: Predict the reactants needed to synthesize the given product. (1) The reactants are: [NH2:1][CH:2]([CH2:5][CH2:6][C:7]([F:13])([F:12])[C:8]([F:11])([F:10])[F:9])[C:3]#[N:4].F[B-](F)(F)F.[CH2:19]([O:21][C:22](=[O:27])[C:23](SC)=[NH2+:24])[CH3:20]. Given the product [NH2:4][C:3]1[NH:24][C:23]([C:22]([O:21][CH2:19][CH3:20])=[O:27])=[N:1][C:2]=1[CH2:5][CH2:6][C:7]([F:12])([F:13])[C:8]([F:10])([F:9])[F:11], predict the reactants needed to synthesize it. (2) The reactants are: [CH2:1]([S:3]([C:6]1[CH:14]=[C:13]2[C:9]([C:10]([CH3:19])([CH3:18])[CH2:11][N:12]2C(=O)C)=[CH:8][C:7]=1[F:20])(=[O:5])=[O:4])[CH3:2].Cl. Given the product [CH2:1]([S:3]([C:6]1[CH:14]=[C:13]2[C:9]([C:10]([CH3:19])([CH3:18])[CH2:11][NH:12]2)=[CH:8][C:7]=1[F:20])(=[O:5])=[O:4])[CH3:2], predict the reactants needed to synthesize it.